Predict which catalyst facilitates the given reaction. From a dataset of Catalyst prediction with 721,799 reactions and 888 catalyst types from USPTO. (1) The catalyst class is: 6. Product: [Br:1][C:12]1[CH:13]=[C:14]([F:15])[C:6]([O:5][CH2:3][CH3:4])=[CH:7][C:8]=1[C:9]([OH:11])=[O:10]. Reactant: [Br:1]Br.[CH2:3]([O:5][C:6]1[CH:7]=[C:8]([CH:12]=[CH:13][C:14]=1[F:15])[C:9]([OH:11])=[O:10])[CH3:4].C(O)(=O)C. (2) Reactant: [NH2:1][C:2]([NH2:4])=[S:3].[O-]CC.[Na+].[CH3:9][O:10][CH:11]([O:19][CH3:20])[C:12](=O)[CH:13]=[CH:14]N(C)C. Product: [CH3:9][O:10][CH:11]([O:19][CH3:20])[C:12]1[CH:13]=[CH:14][N:4]=[C:2]([SH:3])[N:1]=1. The catalyst class is: 8. (3) Reactant: [CH3:1][O:2][C:3]1[N:8]=[C:7]([C:9](OC)=[O:10])[CH:6]=[CH:5][CH:4]=1.[H-].[H-].[H-].[H-].[Li+].[Al+3].O.O.O.O.O.O.O.O.O.O.S([O-])([O-])(=O)=O.[Na+].[Na+]. Product: [CH3:1][O:2][C:3]1[N:8]=[C:7]([CH2:9][OH:10])[CH:6]=[CH:5][CH:4]=1. The catalyst class is: 28.